From a dataset of Experimentally validated miRNA-target interactions with 360,000+ pairs, plus equal number of negative samples. Binary Classification. Given a miRNA mature sequence and a target amino acid sequence, predict their likelihood of interaction. (1) The miRNA is hsa-miR-561-3p with sequence CAAAGUUUAAGAUCCUUGAAGU. Result: 0 (no interaction). The protein sequence of the target gene is MAEPDLECEQIRLKCIRKEGFFTVPPEHRLGRCRSVKEFEKLNRIGEGTYGIVYRARDTQTDEIVALKKVRMDKEKDGIPISSLREITLLLRLRHPNIVELKEVVVGNHLESIFLVMGYCEQDLASLLENMPTPFSEAQVKCIVLQVLRGLQYLHRNFIIHRDLKVSNLLMTDKGCVKTADFGLARAYGVPVKPMTPKVVTLWYRAPELLLGTTTQTTSIDMWAVGCILAELLAHRPLLPGTSEIHQIDLIVQLLGTPSENIWPGFSKLPLVGQYSLRKQPYNNLKHKFPWLSEAGLRLL.... (2) The miRNA is hsa-miR-6798-5p with sequence CCAGGGGGAUGGGCGAGCUUGGG. The protein sequence of the target gene is MGSPEDDLIGIPFPDHSSELLSCLNEQRQLGHLCDLTIRTQGLEYRTHRAVLAACSHYFKKLFTEGGGGAVMGAGGSGTATGGAGAGVCELDFVGPEALGALLEFAYTATLTTSSANMPAVLQAARLLEIPCVIAACMEILQGSGLEAPSPDEDDCERARQYLEAFATATASGVPNGEDSPPQVPLPPPPPPPPRPVARRSRKPRKAFLQTKGARANHLVPEVPTVPAHPLTYEEEEVAGRVGSSGGSGPGDSYSPPTGTASPPEGPQSYEPYEGEEEEEELVYPPAYGLAQGGGPPLSP.... Result: 1 (interaction). (3) The miRNA is hsa-miR-4804-3p with sequence UGCUUAACCUUGCCCUCGAAA. The protein sequence of the target gene is MAKGVAVLNSSEGVTGTIFFTQEGDGVTTVSGTVSGLKPGLHGFHVHALGDTTNGCMSTGPHFNPDGKTHGAPEDANRHAGDLGNITVGDDGTATFTITDCQIPLTGPNSIVGRAVVVHADPDDLGKGGHELSLATGNAGGRVACGIIGLQG. Result: 0 (no interaction). (4) The miRNA is mmu-miR-5112 with sequence UAGCUCAGCGGGAGAGCAC. The protein sequence of the target gene is MAVAHEMEMESVNLNMEREGKEEPEEEKMKGNGEGKDFPRSRKVHRIVSKWMLPEPVRRTYLERANCLPPPLFIILISLAELAVFIYYAVWKPQKQWITLDTGILESPLTYCPEKREEAWRFISYMLVHAGVQHIVGNLLMQIVLGIPLEMVHKGLRVGLVYLAGVLAGSLASSIFDPLKSLVGASGGVYALMGGYFMNVIVNFREMIPAFGIVRLLVIILIVASDMGFALYRRFFVPANGSPVSFAAHIAGGFAGMSIGYTVFSCFDKTLLKDPRFWIAIAAYVACLLFAVFFNIFLSP.... Result: 1 (interaction). (5) The miRNA is mmu-miR-344d-3p with sequence GAUAUAACCACUGCCAGACUGA. The protein sequence of the target gene is MITLCLSALRGLHRAGGSRIRLRMTLGREAASPLQAMSSYTAAGRNVLRWDLSPEQIRTRTEELIAQTKQVYDTVGTINLEDVTYENCLQVLADIEVKYIVERTMLDFPQHVSSDREVRAASTEADKRLSRFDIEMSMREDVFQRIVHLQETCDLEKIKPEARRYLEKSIKMGKRNGLHLPEHVKNEIKSMKKRMSELCIDFNKNLNEDDTSLVFSKAELGALPDDFIDSLEKTDEDKYKVTLKYPHYFPVMKKCCVPETRRKMEMAFHTRCKEENTIILQQLLPLRAQVAKLLGYNTHA.... Result: 1 (interaction). (6) The miRNA is rno-miR-181b-5p with sequence AACAUUCAUUGCUGUCGGUGGGU. The protein sequence of the target gene is MNLQLVFWIGLISLICSVFGQTDKNRCLKANAKSCGECIQAGPNCGWCTNTTFLQEGMPTSARCDDLEALKKKGCHPSDIENPRGSQTIKKNKNVTNRSKGMAEKLRPEDITQIQPQQLLLKLRSGEPQKFTLKFKRAEDYPIDLYYLMDLSYSMKDDLENVKSLGTDLMNEMRRITSDFRIGFGSFVEKTVMPYISTTPAKLRNPCTSEQNCTSPFSYKNVLSLTDRGEFFNELVGQQRISGNLDSPEGGFDAIMQVAVCGSLIGWRNVTRLLVFSTDAGFHFAGDGKLGGIVLPNDGQ.... Result: 0 (no interaction). (7) The miRNA is hsa-miR-3650 with sequence AGGUGUGUCUGUAGAGUCC. The protein sequence of the target gene is MREIVHIQAGQCGNQIGAKFWEVISDEHGIDPTGTYHGDSDLQLDRISVYYNEATGGKYVPRAILVDLEPGTMDSVRSGPFGQIFRPDNFVFGQSGAGNNWAKGHYTEGAELVDSVLDVVRKEAESCDCLQGFQLTHSLGGGTGSGMGTLLISKIREEYPDRIMNTFSVVPSPKVSDTVVEPYNATLSVHQLVENTDETYCIDNEALYDICFRTLKLTTPTYGDLNHLVSATMSGVTTCLRFPGQLNADLRKLAVNMVPFPRLHFFMPGFAPLTSRGSQQYRALTVPELTQQVFDAKNMM.... Result: 0 (no interaction).